This data is from Full USPTO retrosynthesis dataset with 1.9M reactions from patents (1976-2016). The task is: Predict the reactants needed to synthesize the given product. (1) Given the product [F:1][C:2]([C:5]1[C:10]([C:11]2([OH:22])[C:19]3[C:14](=[CH:15][CH:16]=[C:17]([C:23]#[N:24])[CH:18]=3)[NH:13][C:12]2=[O:21])=[CH:9][CH:8]=[CH:7][N:6]=1)([F:4])[CH3:3], predict the reactants needed to synthesize it. The reactants are: [F:1][C:2]([C:5]1[C:10]([C:11]2([OH:22])[C:19]3[C:14](=[CH:15][CH:16]=[C:17](I)[CH:18]=3)[NH:13][C:12]2=[O:21])=[CH:9][CH:8]=[CH:7][N:6]=1)([F:4])[CH3:3].[C:23]([Zn]C#N)#[N:24].O. (2) Given the product [Cl:1][C:2]1[CH:7]=[CH:6][C:5]([C:8]2[O:12][C:11](/[CH:13]=[CH:26]/[C:27]([OH:29])=[O:28])=[CH:10][CH:9]=2)=[CH:4][C:3]=1[C:15]([F:16])([F:17])[F:18], predict the reactants needed to synthesize it. The reactants are: [Cl:1][C:2]1[CH:7]=[CH:6][C:5]([C:8]2[O:12][C:11]([CH:13]=O)=[CH:10][CH:9]=2)=[CH:4][C:3]=1[C:15]([F:18])([F:17])[F:16].N1CCCCC1.C(O)(=O)[CH2:26][C:27]([OH:29])=[O:28].Cl.